This data is from Forward reaction prediction with 1.9M reactions from USPTO patents (1976-2016). The task is: Predict the product of the given reaction. (1) The product is: [Br:1][C:2]1[CH:3]=[CH:4][CH:5]=[C:6]([C:8]([N:14]2[CH:15]=[CH:16][N:17]=[CH:13]2)=[O:10])[N:7]=1. Given the reactants [Br:1][C:2]1[N:7]=[C:6]([C:8]([OH:10])=O)[CH:5]=[CH:4][CH:3]=1.C([C:13]1[NH:14][CH:15]=[CH:16][N:17]=1)([C:13]1[NH:14][CH:15]=[CH:16][N:17]=1)=O, predict the reaction product. (2) Given the reactants [NH2:1][C:2]1[CH:10]=[CH:9][CH:8]=[C:7]([Cl:11])[C:3]=1[C:4]([OH:6])=[O:5].FC1C=CC=CC=1C(Cl)=O.[CH3:22][O:23][C:24]1[CH:32]=[CH:31][CH:30]=[CH:29][C:25]=1[C:26](Cl)=O, predict the reaction product. The product is: [Cl:11][C:7]1[C:3]2[C:4](=[O:6])[O:5][C:26]([C:25]3[CH:29]=[CH:30][CH:31]=[CH:32][C:24]=3[O:23][CH3:22])=[N:1][C:2]=2[CH:10]=[CH:9][CH:8]=1. (3) Given the reactants [NH2:1][C:2]1[N:11]=[CH:10][C:9]2[C:8](SC)=[N:7][CH:6]=[N:5][C:4]=2[CH:3]=1.[CH3:14][O:15][C:16]1[CH:22]=[CH:21][C:19]([NH2:20])=[CH:18][CH:17]=1, predict the reaction product. The product is: [NH2:1][C:2]1[N:11]=[CH:10][C:9]2[C:8]([NH:20][C:19]3[CH:21]=[CH:22][C:16]([O:15][CH3:14])=[CH:17][CH:18]=3)=[N:7][CH:6]=[N:5][C:4]=2[CH:3]=1. (4) Given the reactants [F:1][C:2]1[CH:23]=[CH:22][C:5]([CH2:6][NH:7][C:8]([C:10]2[CH:15]=[C:14]([C:16]3[N:17]=[N:18][NH:19][N:20]=3)[CH:13]=[C:12]([CH3:21])[N:11]=2)=[O:9])=[CH:4][CH:3]=1.C(N(CC)CC)C.[C:31]([O:35][C:36](=[O:39])[CH2:37]Br)([CH3:34])([CH3:33])[CH3:32], predict the reaction product. The product is: [C:31]([O:35][C:36](=[O:39])[CH2:37][N:18]1[N:19]=[N:20][C:16]([C:14]2[CH:13]=[C:12]([CH3:21])[N:11]=[C:10]([C:8](=[O:9])[NH:7][CH2:6][C:5]3[CH:22]=[CH:23][C:2]([F:1])=[CH:3][CH:4]=3)[CH:15]=2)=[N:17]1)([CH3:34])([CH3:33])[CH3:32]. (5) Given the reactants [CH2:1]([O:3][C:4](=O)[C@H:5]([O:7][C:8]1[CH:13]=[C:12]([NH:14][S:15]([N:18]2[CH2:22][CH2:21][CH2:20][CH2:19]2)(=[O:17])=[O:16])[N:11]=[C:10]([S:23][CH2:24][C:25]2[CH:30]=[CH:29][CH:28]=[C:27]([F:31])[C:26]=2[F:32])[N:9]=1)[CH3:6])[CH3:2].[BH4-].[Li+], predict the reaction product. The product is: [CH3:2][CH2:1][O:3][CH2:4][CH3:5].[CH3:28][CH2:27][CH2:26][CH:25]([CH3:30])[CH3:24].[F:32][C:26]1[C:27]([F:31])=[CH:28][CH:29]=[CH:30][C:25]=1[CH2:24][S:23][C:10]1[N:11]=[C:12]([NH:14][S:15]([N:18]2[CH2:22][CH2:21][CH2:20][CH2:19]2)(=[O:16])=[O:17])[CH:13]=[C:8]([O:7][C@H:5]([CH3:6])[CH2:4][OH:3])[N:9]=1. (6) Given the reactants [H-].[Na+].ClC1C2N=C(CC(F)(F)F)[N:9](Cl)C=2C=CC=1.[Cl:19][C:20]1[CH:21]=[C:22]2[C:26](=[CH:27][C:28]=1[Cl:29])[NH:25][C:24]([CH2:30][C:31]([F:34])([F:33])[F:32])=C2.[Br:35][C:36]1[CH:43]=[CH:42][C:39]([CH2:40]Br)=[CH:38][CH:37]=1.[I-].[K+].[NH4+].[Cl-], predict the reaction product. The product is: [Br:35][C:36]1[CH:43]=[CH:42][C:39]([CH2:40][N:9]2[C:22]3[CH:21]=[C:20]([Cl:19])[C:28]([Cl:29])=[CH:27][C:26]=3[N:25]=[C:24]2[CH2:30][C:31]([F:32])([F:33])[F:34])=[CH:38][CH:37]=1. (7) The product is: [Cl:1][C:2]1[CH:15]=[CH:14][C:13]2[S:12][C:11]3[C:6](=[CH:7][CH:8]=[CH:9][CH:10]=3)[N:5]([CH2:19][CH2:20][CH2:21][CH2:22][N:23]3[C:27](=[O:28])[C:26]4[C:25](=[CH:32][CH:31]=[CH:30][CH:29]=4)[C:24]3=[O:33])[C:4]=2[CH:3]=1. Given the reactants [Cl:1][C:2]1[CH:15]=[CH:14][C:13]2[S:12][C:11]3[C:6](=[CH:7][CH:8]=[CH:9][CH:10]=3)[NH:5][C:4]=2[CH:3]=1.[H-].[Na+].Br[CH2:19][CH2:20][CH2:21][CH2:22][N:23]1[C:27](=[O:28])[C:26]2=[CH:29][CH:30]=[CH:31][CH:32]=[C:25]2[C:24]1=[O:33].[NH4+].[Cl-], predict the reaction product.